From a dataset of Peptide-MHC class I binding affinity with 185,985 pairs from IEDB/IMGT. Regression. Given a peptide amino acid sequence and an MHC pseudo amino acid sequence, predict their binding affinity value. This is MHC class I binding data. (1) The MHC is HLA-A69:01 with pseudo-sequence HLA-A69:01. The binding affinity (normalized) is 0.0847. The peptide sequence is YHGEAMAIG. (2) The binding affinity (normalized) is 0. The peptide sequence is IEIKDTKEAL. The MHC is HLA-B35:01 with pseudo-sequence HLA-B35:01. (3) The peptide sequence is FHLRSRFAF. The MHC is HLA-A69:01 with pseudo-sequence HLA-A69:01. The binding affinity (normalized) is 0.0847. (4) The binding affinity (normalized) is 0.0847. The peptide sequence is WIPKRNRSI. The MHC is HLA-B15:17 with pseudo-sequence HLA-B15:17.